This data is from Forward reaction prediction with 1.9M reactions from USPTO patents (1976-2016). The task is: Predict the product of the given reaction. (1) Given the reactants [C:1]1([CH3:14])[CH:6]=[CH:5][C:4]([C:7]23[CH2:12][CH:11]2[CH:10]([OH:13])[CH2:9][CH2:8]3)=[CH:3][CH:2]=1.N1C=CC=CC=1.CC(OI1(OC(C)=O)(OC(C)=O)OC(=O)C2C=CC=CC1=2)=O, predict the reaction product. The product is: [C:1]1([CH3:14])[CH:2]=[CH:3][C:4]([C:7]23[CH2:12][CH:11]2[C:10](=[O:13])[CH2:9][CH2:8]3)=[CH:5][CH:6]=1. (2) Given the reactants [NH:1]1[C:5]2=[N:6][CH:7]=[CH:8][CH:9]=[C:4]2[C:3]([NH2:10])=[N:2]1.Cl[CH2:12][C:13]([N:15]1[CH2:20][CH2:19][N:18]([C:21]2[CH:26]=[C:25]([O:27][CH3:28])[C:24]([Cl:29])=[CH:23][C:22]=2[F:30])[CH2:17][CH:16]1[CH3:31])=[O:14].C([O-])([O-])=O.[K+].[K+], predict the reaction product. The product is: [NH2:10][C:3]1[C:4]2[C:5](=[N:6][CH:7]=[CH:8][CH:9]=2)[N:1]([CH2:12][C:13]([N:15]2[CH2:20][CH2:19][N:18]([C:21]3[CH:26]=[C:25]([O:27][CH3:28])[C:24]([Cl:29])=[CH:23][C:22]=3[F:30])[CH2:17][CH:16]2[CH3:31])=[O:14])[N:2]=1. (3) Given the reactants [CH2:1]([C:5]1[CH:10]=[CH:9][C:8]([CH2:11][CH2:12][CH2:13][OH:14])=[CH:7][CH:6]=1)[CH2:2][CH2:3][CH3:4].C(N(CC)CC)C.[CH3:22][S:23](Cl)(=[O:25])=[O:24], predict the reaction product. The product is: [CH3:22][S:23]([O:14][CH2:13][CH2:12][CH2:11][C:8]1[CH:7]=[CH:6][C:5]([CH2:1][CH2:2][CH2:3][CH3:4])=[CH:10][CH:9]=1)(=[O:25])=[O:24]. (4) Given the reactants O[C:2]1[CH:36]=[CH:35][CH:34]=[CH:33][C:3]=1[CH2:4][C:5]1[C:6]([CH:16]([OH:32])[C:17]2[CH:22]=[CH:21][C:20]([O:23][CH2:24][CH2:25][N:26]3[CH2:31][CH2:30][CH2:29][CH2:28][CH2:27]3)=[CH:19][CH:18]=2)=[C:7]2[C:12](=[CH:13][CH:14]=1)[CH:11]=[C:10]([OH:15])[CH:9]=[CH:8]2, predict the reaction product. The product is: [N:26]1([CH2:25][CH2:24][O:23][C:20]2[CH:21]=[CH:22][C:17]([CH:16]3[C:6]4[C:7]5[CH:8]=[CH:9][C:10]([OH:15])=[CH:11][C:12]=5[CH:13]=[CH:14][C:5]=4[CH2:4][C:3]4[CH:2]=[CH:36][CH:35]=[CH:34][C:33]=4[O:32]3)=[CH:18][CH:19]=2)[CH2:31][CH2:30][CH2:29][CH2:28][CH2:27]1. (5) Given the reactants [CH3:1][N:2]1[CH:7]=[C:6](B2OC(C)(C)C(C)(C)O2)[CH:5]=[C:4]([NH:17][C:18]2[CH:23]=[C:22]([CH3:24])[N:21]=[CH:20][N:19]=2)[C:3]1=[O:25].Cl[C:27]1[CH:32]=[CH:31][N:30]=[C:29]([N:33]2[CH2:44][CH2:43][N:42]3[C:35](=[CH:36][C:37]4[CH2:38][C:39]([CH3:46])([CH3:45])[CH2:40][C:41]=43)[C:34]2=[O:47])[C:28]=1[CH:48]=[O:49].C([O-])(=O)C.[Na+].[O-]P([O-])([O-])=O.[K+].[K+].[K+], predict the reaction product. The product is: [CH3:45][C:39]1([CH3:46])[CH2:38][C:37]2[CH:36]=[C:35]3[N:42]([CH2:43][CH2:44][N:33]([C:29]4[C:28]([CH:48]=[O:49])=[C:27]([C:6]5[CH:5]=[C:4]([NH:17][C:18]6[CH:23]=[C:22]([CH3:24])[N:21]=[CH:20][N:19]=6)[C:3](=[O:25])[N:2]([CH3:1])[CH:7]=5)[CH:32]=[CH:31][N:30]=4)[C:34]3=[O:47])[C:41]=2[CH2:40]1.